From a dataset of Reaction yield outcomes from USPTO patents with 853,638 reactions. Predict the reaction yield, written as a fraction of the theoretical maximum amount of product (1.0 means a 100% yield; for example, 0.34 means a 34% yield). (1) The reactants are [C:1]([C:3]([C:12]1([CH3:22])[CH2:17][C:16]([CH3:19])([CH3:18])[CH2:15][C:14]([CH3:21])([CH3:20])[CH2:13]1)([CH2:9][CH:10]=[CH2:11])C(OCC)=O)#[N:2].[Cl-:23].[Li+].[H-].[Al+3].[Li+].[H-].[H-].[H-].[OH-].[Na+]. The catalyst is CS(C)=O.C(OCC)C.O. The product is [ClH:23].[CH3:22][C:12]1([CH:3]([CH2:9][CH:10]=[CH2:11])[CH2:1][NH2:2])[CH2:17][C:16]([CH3:18])([CH3:19])[CH2:15][C:14]([CH3:20])([CH3:21])[CH2:13]1. The yield is 0.310. (2) The reactants are [CH3:1][NH:2][S:3]([C:6]1[CH:11]=[CH:10][C:9]([CH3:12])=[CH:8][CH:7]=1)(=[O:5])=[O:4].[H-].[Na+].Cl[C:16]1[CH:21]=[CH:20][CH:19]=[C:18]([Cl:22])[N:17]=1.CC1(C)C2C(=C(P(C3C=CC=CC=3)C3C=CC=CC=3)C=CC=2)OC2C(P(C3C=CC=CC=3)C3C=CC=CC=3)=CC=CC1=2. The catalyst is C(Cl)Cl.C([O-])(O)=O.[Na+].C([O-])(=O)C.[Pd+2].C([O-])(=O)C.CN(C=O)C. The product is [Cl:22][C:18]1[N:17]=[C:16]([N:2]([CH3:1])[S:3]([C:6]2[CH:11]=[CH:10][C:9]([CH3:12])=[CH:8][CH:7]=2)(=[O:5])=[O:4])[CH:21]=[CH:20][CH:19]=1. The yield is 0.312.